Dataset: Forward reaction prediction with 1.9M reactions from USPTO patents (1976-2016). Task: Predict the product of the given reaction. (1) Given the reactants [Cl:1][C:2]1[CH:14]=[C:13]([Cl:15])[CH:12]=[CH:11][C:3]=1[O:4][C:5]([CH3:10])([CH3:9])[C:6](O)=[O:7].CC[N:18]=C=NCCCN(C)C.C1C=CC2N(O)N=NC=2C=1.C(N(CC)CC)C, predict the reaction product. The product is: [Cl:1][C:2]1[CH:14]=[C:13]([Cl:15])[CH:12]=[CH:11][C:3]=1[O:4][C:5]([CH3:10])([CH3:9])[C:6]([NH2:18])=[O:7]. (2) Given the reactants C([CH2:17][CH2:18][CH2:19][CH2:20][CH2:21][CH2:22][CH2:23][CH2:24]/[CH:25]=[CH:26]\[CH2:27][CH2:28][CH2:29][CH2:30][CH2:31][CH2:32][CH2:33][C:34]([NH-:36])=O)CCCCCCCCCCCCCCC.[H-].[H-].[H-].[H-].[Li+].[Al+3].[H-].[OH-].[Na+], predict the reaction product. The product is: [CH2:32]([NH:36][CH2:34][CH2:33][CH2:32][CH2:31][CH2:30][CH2:29][CH2:28][CH2:27]/[CH:26]=[CH:25]\[CH2:24][CH2:23][CH2:22][CH2:21][CH2:20][CH2:19][CH2:18][CH3:17])[CH2:31][CH2:30][CH2:29][CH2:28][CH2:27][CH2:26][CH2:25][CH2:24][CH2:23][CH2:22][CH2:21][CH2:20][CH2:19][CH2:18][CH3:17]. (3) Given the reactants [CH:1]1([C:4]2[CH:8]=[C:7]([NH:9][C:10]3[C:15]4=[CH:16][CH:17]=[CH:18][N:14]4[N:13]=[C:12]([NH:19][CH2:20][C:21](O)=[O:22])[N:11]=3)[NH:6][N:5]=2)[CH2:3][CH2:2]1.[NH2:24][C:25]1[S:26][CH:27]=[CH:28][N:29]=1.CCN(C(C)C)C(C)C.CN([P+](ON1N=NC2C=CC=CC1=2)(N(C)C)N(C)C)C.F[P-](F)(F)(F)(F)F.[OH-].[Na+], predict the reaction product. The product is: [CH:1]1([C:4]2[CH:8]=[C:7]([NH:9][C:10]3[C:15]4=[CH:16][CH:17]=[CH:18][N:14]4[N:13]=[C:12]([NH:19][CH2:20][C:21]([NH:24][C:25]4[S:26][CH:27]=[CH:28][N:29]=4)=[O:22])[N:11]=3)[NH:6][N:5]=2)[CH2:3][CH2:2]1. (4) Given the reactants [F:1][C:2]([F:19])([F:18])[CH2:3][O:4][CH2:5][C:6]1[C:10]2[CH:11]=[CH:12][CH:13]=[CH:14][C:9]=2[O:8][C:7]=1[C:15]([OH:17])=O.CCN=C=NC[CH2:26][CH2:27][N:28](C)C.Cl.[CH:32]1[CH:33]=[CH:34][C:35]2N(O)N=N[C:36]=2[CH:37]=1.[OH2:42].C(N(CC)CC)C.C[CH2:51][O:52][C:53](C)=[O:54], predict the reaction product. The product is: [F:18][C:2]([F:1])([F:19])[CH2:3][O:4][CH2:5][C:6]1[C:10]2[CH:11]=[CH:12][CH:13]=[CH:14][C:9]=2[O:8][C:7]=1[C:15]([NH:28][CH2:27][CH2:26][O:42][C:32]1[CH:33]=[CH:34][C:35]([C:53]([O:52][CH3:51])=[O:54])=[CH:36][CH:37]=1)=[O:17].